Dataset: Reaction yield outcomes from USPTO patents with 853,638 reactions. Task: Predict the reaction yield, written as a fraction of the theoretical maximum amount of product (1.0 means a 100% yield; for example, 0.34 means a 34% yield). The reactants are [CH3:1][C:2](OC(C)=O)=[O:3].[CH2:8]1[O:17][C:16]2[CH:15]=[CH:14][C:12]([NH2:13])=[CH:11][C:10]=2[O:9]1.CO. The catalyst is O1CCOCC1. The product is [O:17]1[C:16]2[CH:15]=[CH:14][C:12]([NH:13][C:2](=[O:3])[CH3:1])=[CH:11][C:10]=2[O:9][CH2:8]1. The yield is 0.860.